This data is from Forward reaction prediction with 1.9M reactions from USPTO patents (1976-2016). The task is: Predict the product of the given reaction. (1) Given the reactants [CH2:1]([C:3]1[C:12]2[C:7](=[CH:8][C:9]([O:15][CH3:16])=[C:10]([O:13][CH3:14])[CH:11]=2)[CH:6]=[C:5]([OH:17])[N:4]=1)[CH3:2].[ClH:18].[Cl:19][CH2:20][C:21]1[C:22]([NH:33][CH2:34][C:35]([F:38])([F:37])[F:36])=[N:23][C:24]2[C:29]([CH:30]=1)=[CH:28][C:27]([O:31][CH3:32])=[CH:26][CH:25]=2.[Li+].[OH-], predict the reaction product. The product is: [ClH:19].[ClH:18].[CH2:1]([C:3]1[C:12]2[C:7](=[CH:8][C:9]([O:15][CH3:16])=[C:10]([O:13][CH3:14])[CH:11]=2)[C:6]([CH2:20][C:21]2[C:22]([NH:33][CH2:34][C:35]([F:38])([F:36])[F:37])=[N:23][C:24]3[C:29]([CH:30]=2)=[CH:28][C:27]([O:31][CH3:32])=[CH:26][CH:25]=3)=[C:5]([OH:17])[N:4]=1)[CH3:2]. (2) Given the reactants Cl[C:2]1[CH:3]=[C:4]([C:8]2[N:13]=[CH:12][C:11]([O:14][CH3:15])=[CH:10][N:9]=2)[CH:5]=[CH:6][CH:7]=1.CC(C1C=C(C(C)C)C(C2C=CC=CC=2P(C2CCCCC2)C2CCCCC2)=C(C(C)C)C=1)C.[B:50]1([B:50]2[O:54][C:53]([CH3:56])([CH3:55])[C:52]([CH3:58])([CH3:57])[O:51]2)[O:54][C:53]([CH3:56])([CH3:55])[C:52]([CH3:58])([CH3:57])[O:51]1.CC([O-])=O.[K+], predict the reaction product. The product is: [CH3:15][O:14][C:11]1[CH:10]=[N:9][C:8]([C:4]2[CH:5]=[CH:6][CH:7]=[C:2]([B:50]3[O:54][C:53]([CH3:56])([CH3:55])[C:52]([CH3:58])([CH3:57])[O:51]3)[CH:3]=2)=[N:13][CH:12]=1. (3) Given the reactants C(OC([N:8]1[C@H:12]([CH2:13][O:14][C:15]2[CH:20]=[CH:19][C:18]([C:21]([CH2:39][CH3:40])([C:24]3[CH:29]=[CH:28][C:27]([CH2:30][CH2:31][CH:32]([OH:37])[C:33]([CH3:36])([CH3:35])[CH3:34])=[C:26]([CH3:38])[CH:25]=3)[CH2:22][CH3:23])=[CH:17][C:16]=2[CH3:41])[CH2:11][O:10]C1(C)C)=O)(C)(C)C.Cl.C([O-])(O)=O.[Na+], predict the reaction product. The product is: [NH2:8][C@@H:12]([CH2:11][OH:10])[CH2:13][O:14][C:15]1[CH:20]=[CH:19][C:18]([C:21]([C:24]2[CH:29]=[CH:28][C:27]([CH2:30][CH2:31][CH:32]([OH:37])[C:33]([CH3:34])([CH3:35])[CH3:36])=[C:26]([CH3:38])[CH:25]=2)([CH2:22][CH3:23])[CH2:39][CH3:40])=[CH:17][C:16]=1[CH3:41]. (4) Given the reactants F[C:2]1[CH:7]=[C:6]([F:8])[CH:5]=[CH:4][C:3]=1[N+:9]([O-:11])=[O:10].CCN(C(C)C)C(C)C.[O:21]([C:25]1[NH:29][N:28]=[C:27]([NH2:30])[CH:26]=1)[CH:22]([CH3:24])[CH3:23], predict the reaction product. The product is: [F:8][C:6]1[CH:5]=[CH:4][C:3]([N+:9]([O-:11])=[O:10])=[C:2]([NH:30][C:27]2[CH:26]=[C:25]([O:21][CH:22]([CH3:24])[CH3:23])[NH:29][N:28]=2)[CH:7]=1.